Dataset: Reaction yield outcomes from USPTO patents with 853,638 reactions. Task: Predict the reaction yield, written as a fraction of the theoretical maximum amount of product (1.0 means a 100% yield; for example, 0.34 means a 34% yield). The reactants are [Cl:1][C:2]1[CH:7]=[CH:6][C:5]([N+:8]([O-])=O)=[CH:4][C:3]=1[NH:11][C:12]([C:14]1[S:15][CH:16]=[CH:17][N:18]=1)=[O:13].O.O.[Sn](Cl)Cl.C(Cl)Cl. The catalyst is C(O)C. The product is [NH2:8][C:5]1[CH:6]=[CH:7][C:2]([Cl:1])=[C:3]([NH:11][C:12]([C:14]2[S:15][CH:16]=[CH:17][N:18]=2)=[O:13])[CH:4]=1. The yield is 0.760.